Dataset: Catalyst prediction with 721,799 reactions and 888 catalyst types from USPTO. Task: Predict which catalyst facilitates the given reaction. (1) Reactant: C([CH2:17][CH2:18][CH2:19][CH2:20][CH2:21][CH2:22][CH2:23][CH2:24]/[CH:25]=[CH:26]\[CH2:27][CH2:28][CH2:29][CH2:30][CH2:31][CH2:32][CH2:33][C:34]([NH-:36])=O)CCCCCCCCCCCCCCC.[H-].[H-].[H-].[H-].[Li+].[Al+3].[H-].[OH-].[Na+]. Product: [CH2:32]([NH:36][CH2:34][CH2:33][CH2:32][CH2:31][CH2:30][CH2:29][CH2:28][CH2:27]/[CH:26]=[CH:25]\[CH2:24][CH2:23][CH2:22][CH2:21][CH2:20][CH2:19][CH2:18][CH3:17])[CH2:31][CH2:30][CH2:29][CH2:28][CH2:27][CH2:26][CH2:25][CH2:24][CH2:23][CH2:22][CH2:21][CH2:20][CH2:19][CH2:18][CH3:17]. The catalyst class is: 116. (2) Reactant: Br[C:2]1[CH:3]=[C:4]([CH:7]=[CH:8][C:9]=1[O:10][CH2:11][CH2:12][N:13]1[CH2:18][CH2:17][O:16][CH2:15][CH2:14]1)[CH:5]=[O:6].C([Li])CCC.C1(C)C=CC(S([C:33]#[N:34])(=O)=O)=CC=1. Product: [C:33]([C:2]1[CH:3]=[C:4]([CH:7]=[CH:8][C:9]=1[O:10][CH2:11][CH2:12][N:13]1[CH2:18][CH2:17][O:16][CH2:15][CH2:14]1)[CH:5]=[O:6])#[N:34]. The catalyst class is: 1. (3) Reactant: Cl.[CH3:2][S:3]([C:6]1[CH:18]=[CH:17][C:9]([CH2:10][CH:11]2[CH2:16][CH2:15][NH:14][CH2:13][CH2:12]2)=[CH:8][CH:7]=1)(=[O:5])=[O:4].[OH-].[Na+]. Product: [CH3:2][S:3]([C:6]1[CH:7]=[CH:8][C:9]([CH2:10][CH:11]2[CH2:12][CH2:13][NH:14][CH2:15][CH2:16]2)=[CH:17][CH:18]=1)(=[O:5])=[O:4]. The catalyst class is: 6. (4) Reactant: [C:1]1([C:7]2[O:8][C:9]([C:15]([F:18])([F:17])[F:16])=[C:10]([C:12](O)=[O:13])[N:11]=2)[CH:6]=[CH:5][CH:4]=[CH:3][CH:2]=1.C(Cl)(=O)C([Cl:22])=O.CN(C=O)C. Product: [C:1]1([C:7]2[O:8][C:9]([C:15]([F:18])([F:17])[F:16])=[C:10]([C:12]([Cl:22])=[O:13])[N:11]=2)[CH:6]=[CH:5][CH:4]=[CH:3][CH:2]=1. The catalyst class is: 2. (5) Reactant: [NH2:1][CH2:2][CH:3]1[CH2:8][CH2:7][NH:6][CH2:5][CH2:4]1.C(=O)([O-])[O-].[K+].[K+].[CH2:15](Cl)[C:16]1[CH:21]=[CH:20][CH:19]=[CH:18][CH:17]=1. Product: [CH2:15]([N:6]1[CH2:7][CH2:8][CH:3]([CH2:2][NH2:1])[CH2:4][CH2:5]1)[C:16]1[CH:21]=[CH:20][CH:19]=[CH:18][CH:17]=1. The catalyst class is: 10. (6) Reactant: [CH3:1][C:2]1[CH:21]=[C:20]([CH3:22])[CH:19]=[C:18]([CH3:23])[C:3]=1[C:4]([O:6][CH:7]([CH3:17])[CH2:8][N:9]([CH:11]1[CH2:16][CH2:15][CH2:14][CH2:13][CH2:12]1)[CH3:10])=[O:5].[CH3:24][I:25]. Product: [I-:25].[CH3:10][N+:9]([CH3:24])([CH2:8][CH:7]([O:6][C:4](=[O:5])[C:3]1[C:18]([CH3:23])=[CH:19][C:20]([CH3:22])=[CH:21][C:2]=1[CH3:1])[CH3:17])[CH:11]1[CH2:12][CH2:13][CH2:14][CH2:15][CH2:16]1. The catalyst class is: 279. (7) Reactant: [N:1]([CH2:4][C@@H:5]1[C@H:8]([NH:9][C:10](=[O:46])/[C:11](=[N:25]\[O:26][C:27]2([C:30]([O:32][CH:33]([C:40]3[CH:45]=[CH:44][CH:43]=[CH:42][CH:41]=3)[C:34]3[CH:39]=[CH:38][CH:37]=[CH:36][CH:35]=3)=[O:31])[CH2:29][CH2:28]2)/[C:12]2[N:13]=[C:14]([NH:17][C:18]([O:20][C:21]([CH3:24])([CH3:23])[CH3:22])=[O:19])[S:15][CH:16]=2)[C:7](=[O:47])[NH:6]1)=[N+]=[N-].C1C=CC(P(C2C=CC=CC=2)C2C=CC=CC=2)=CC=1. Product: [NH2:1][CH2:4][C@@H:5]1[C@H:8]([NH:9][C:10](=[O:46])/[C:11](=[N:25]\[O:26][C:27]2([C:30]([O:32][CH:33]([C:40]3[CH:45]=[CH:44][CH:43]=[CH:42][CH:41]=3)[C:34]3[CH:39]=[CH:38][CH:37]=[CH:36][CH:35]=3)=[O:31])[CH2:29][CH2:28]2)/[C:12]2[N:13]=[C:14]([NH:17][C:18]([O:20][C:21]([CH3:24])([CH3:23])[CH3:22])=[O:19])[S:15][CH:16]=2)[C:7](=[O:47])[NH:6]1. The catalyst class is: 36.